Dataset: Forward reaction prediction with 1.9M reactions from USPTO patents (1976-2016). Task: Predict the product of the given reaction. (1) Given the reactants [CH2:1]([C:8]1[C:13](=[O:14])[N:12]([C:15]2[CH:20]=[CH:19][CH:18]=[C:17](C(O)=O)[CH:16]=2)[C:11]2[N:24]=[CH:25][CH:26]=[CH:27][C:10]=2[N:9]=1)C1C=CC=CC=1.C([N:30]([CH2:33]C)CC)C.C1(P(N=[N+]=[N-])(C2C=CC=CC=2)=[O:42])C=CC=CC=1.[NH2:52][C:53]1[CH:58]=[CH:57][CH:56]=[CH:55][N:54]=1.[C:59]1(C)[CH:64]=[CH:63][CH:62]=[CH:61][CH:60]=1, predict the reaction product. The product is: [CH2:1]([C:8]1[C:13](=[O:14])[N:12]([C:15]2[CH:20]=[CH:19][CH:18]=[C:17]([NH:30][C:33]([NH:52][C:53]3[CH:58]=[CH:57][CH:56]=[CH:55][N:54]=3)=[O:42])[CH:16]=2)[C:11]2[N:24]=[CH:25][CH:26]=[CH:27][C:10]=2[N:9]=1)[C:59]1[CH:64]=[CH:63][CH:62]=[CH:61][CH:60]=1. (2) Given the reactants [F:1][C:2]1[CH:22]=[CH:21][C:5]([CH2:6][N:7]2[CH2:12][CH2:11][N:10]3[C:13](=[O:19])[CH:14]=[C:15]([OH:18])[C:16]([OH:17])=[C:9]3[C:8]2=[O:20])=[CH:4][CH:3]=1.[NH:23]1[CH2:28][CH2:27][CH2:26][CH2:25][CH2:24]1.[CH2:29]=O, predict the reaction product. The product is: [F:1][C:2]1[CH:3]=[CH:4][C:5]([CH2:6][N:7]2[CH2:12][CH2:11][N:10]3[C:13](=[O:19])[C:14]([CH2:29][N:23]4[CH2:28][CH2:27][CH2:26][CH2:25][CH2:24]4)=[C:15]([OH:18])[C:16]([OH:17])=[C:9]3[C:8]2=[O:20])=[CH:21][CH:22]=1.